Dataset: TCR-epitope binding with 47,182 pairs between 192 epitopes and 23,139 TCRs. Task: Binary Classification. Given a T-cell receptor sequence (or CDR3 region) and an epitope sequence, predict whether binding occurs between them. (1) The epitope is TPGPGVRYPL. The TCR CDR3 sequence is CASSNGGVTPLHF. Result: 0 (the TCR does not bind to the epitope). (2) The epitope is ARMILMTHF. The TCR CDR3 sequence is CASSLKAVVTGELFF. Result: 1 (the TCR binds to the epitope). (3) The epitope is KLSYGIATV. The TCR CDR3 sequence is CASSPTGGGYEQYF. Result: 0 (the TCR does not bind to the epitope). (4) The epitope is FRYMNSQGL. The TCR CDR3 sequence is CAGSSLNTEAFF. Result: 0 (the TCR does not bind to the epitope). (5) The epitope is VVYRGTTTY. The TCR CDR3 sequence is CASSLGGSEQYF. Result: 1 (the TCR binds to the epitope). (6) The epitope is FVDGVPFVV. The TCR CDR3 sequence is CASSYSENTEAFF. Result: 1 (the TCR binds to the epitope). (7) The epitope is LEPLVDLPI. The TCR CDR3 sequence is CSAKTDRLAYEQYF. Result: 0 (the TCR does not bind to the epitope). (8) The TCR CDR3 sequence is CASSPQGVSYEQYF. Result: 1 (the TCR binds to the epitope). The epitope is KLNVGDYFV.